Dataset: Reaction yield outcomes from USPTO patents with 853,638 reactions. Task: Predict the reaction yield, written as a fraction of the theoretical maximum amount of product (1.0 means a 100% yield; for example, 0.34 means a 34% yield). (1) The reactants are [CH:1]([C:3]1[CH:35]=[CH:34][C:6]([CH2:7][N:8]2[C:13](=[N:14][C:15]3[CH:20]=[CH:19][C:18]([O:21][CH:22]([CH3:24])[CH3:23])=[C:17]([CH3:25])[CH:16]=3)[NH:12][C:11](=[O:26])[N:10]([CH2:27][C@@H:28]([C:30]([OH:32])=[O:31])[CH3:29])[C:9]2=[O:33])=[CH:5][CH:4]=1)=[CH2:2].[CH3:36]O. No catalyst specified. The product is [CH2:1]([C:3]1[CH:4]=[CH:5][C:6]([CH2:7][N:8]2[C:13](=[N:14][C:15]3[CH:20]=[CH:19][C:18]([O:21][CH:22]([CH3:24])[CH3:23])=[C:17]([CH3:25])[CH:16]=3)[NH:12][C:11](=[O:26])[N:10]([CH2:27][C@@H:28]([C:30]([O:32][CH3:36])=[O:31])[CH3:29])[C:9]2=[O:33])=[CH:34][CH:35]=1)[CH3:2]. The yield is 0.520. (2) The reactants are [Br:1][C:2]1[CH:7]=[C:6]([NH2:8])[CH:5]=[CH:4][N:3]=1.C([O-])(=O)C.[Na+].[I:14]Cl.O. The catalyst is C(O)(=O)C. The product is [Br:1][C:2]1[CH:7]=[C:6]([NH2:8])[C:5]([I:14])=[CH:4][N:3]=1. The yield is 0.340. (3) The reactants are [CH3:1][N:2]1[C:6]([C:9]2[CH:14]=[CH:13][CH:12]=[N:11][CH:10]=2)(C#N)[CH2:5][CH2:4][CH2:3]1.CC(C[AlH]CC(C)C)C. The catalyst is C1(C)C=CC=CC=1.CCCCCC. The product is [N:11]1[CH:10]=[C:9]([CH:6]2[CH2:5][CH2:4][CH2:3][N:2]2[CH3:1])[CH:14]=[CH:13][CH:12]=1. The yield is 0.0400. (4) The reactants are C(O[CH:4](OCC)[C:5](=[NH:8])OC)C.[CH3:12][C:13]1[CH:14]=[CH:15][C:16]([CH2:19][NH2:20])=[CH:17][CH:18]=1. The catalyst is CO. The product is [CH3:12][C:13]1[CH:14]=[C:15]2[C:4](=[CH:17][CH:18]=1)[CH:5]=[N:8][C:19]([NH2:20])=[CH:16]2. The yield is 0.630. (5) The reactants are [F:1][C:2]1[CH:7]=[C:6](I)[CH:5]=[CH:4][C:3]=1[O:9][C:10]1[CH:15]=[CH:14][CH:13]=[CH:12][CH:11]=1.C(Cl)Cl.C([O-])(=O)C.[K+].[CH3:24][C:25]1([CH3:41])[C:29]([CH3:31])([CH3:30])[O:28][B:27]([B:27]2[O:28][C:29]([CH3:31])([CH3:30])[C:25]([CH3:41])([CH3:24])[O:26]2)[O:26]1. The catalyst is O1CCOCC1.C1C=CC(P(C2C=CC=CC=2)[C-]2C=CC=C2)=CC=1.C1C=CC(P(C2C=CC=CC=2)[C-]2C=CC=C2)=CC=1.Cl[Pd]Cl.[Fe+2]. The product is [F:1][C:2]1[CH:7]=[C:6]([B:27]2[O:28][C:29]([CH3:31])([CH3:30])[C:25]([CH3:41])([CH3:24])[O:26]2)[CH:5]=[CH:4][C:3]=1[O:9][C:10]1[CH:15]=[CH:14][CH:13]=[CH:12][CH:11]=1. The yield is 0.590. (6) The reactants are [F:1][C:2]1[CH:7]=[CH:6][C:5]([C:8]2[C:9]3[CH:21]=[CH:20][C:19](=[O:22])[N:18]([C:23]4[CH:28]=[CH:27][CH:26]=[CH:25][C:24]=4[CH3:29])[C:10]=3[N:11]=[C:12](S(C)(=O)=O)[N:13]=2)=[C:4]([CH3:30])[CH:3]=1.[F:31][C:32]([F:36])([F:35])[CH2:33][NH2:34]. No catalyst specified. The product is [F:1][C:2]1[CH:7]=[CH:6][C:5]([C:8]2[C:9]3[CH:21]=[CH:20][C:19](=[O:22])[N:18]([C:23]4[CH:28]=[CH:27][CH:26]=[CH:25][C:24]=4[CH3:29])[C:10]=3[N:11]=[C:12]([NH:34][CH2:33][C:32]([F:36])([F:35])[F:31])[N:13]=2)=[C:4]([CH3:30])[CH:3]=1. The yield is 0.840. (7) The reactants are C([O:3][C:4]([C:6]1[C:7]([C:12]2[CH:13]=[C:14]([CH3:18])[CH:15]=[CH:16][CH:17]=2)=[N:8][O:9][C:10]=1[CH3:11])=O)C.C(OC(C1C(C2C=CC=CC=2F)=NOC=1C)=O)C. No catalyst specified. The product is [CH3:11][C:10]1[O:9][N:8]=[C:7]([C:12]2[CH:13]=[C:14]([CH3:18])[CH:15]=[CH:16][CH:17]=2)[C:6]=1[CH2:4][OH:3]. The yield is 0.770. (8) The reactants are [NH2:1][C:2]1[CH:7]=[CH:6][C:5]([CH3:8])=[CH:4][C:3]=1[OH:9].N1C=CN=C1.[CH3:15][C:16]([Si:19](Cl)([CH3:21])[CH3:20])([CH3:18])[CH3:17].O. The catalyst is CN(C=O)C. The product is [C:16]([Si:19]([CH3:21])([CH3:20])[O:9][C:3]1[CH:4]=[C:5]([CH3:8])[CH:6]=[CH:7][C:2]=1[NH2:1])([CH3:18])([CH3:17])[CH3:15]. The yield is 0.770. (9) The reactants are C(OC(=O)C)(=O)C.[CH:8]([OH:10])=O.[NH2:11][C:12]1[CH:17]=[CH:16][C:15]([C:18]#[C:19][C:20]2[N:21]([CH2:33][CH3:34])[C:22]3[C:27]([C:28]=2[C:29]#[N:30])=[CH:26][CH:25]=[C:24]([O:31][CH3:32])[CH:23]=3)=[CH:14][CH:13]=1.C(OC=O)(=O)C. The catalyst is C1COCC1. The product is [C:29]([C:28]1[C:27]2[C:22](=[CH:23][C:24]([O:31][CH3:32])=[CH:25][CH:26]=2)[N:21]([CH2:33][CH3:34])[C:20]=1[C:19]#[C:18][C:15]1[CH:16]=[CH:17][C:12]([NH:11][CH:8]=[O:10])=[CH:13][CH:14]=1)#[N:30]. The yield is 0.960. (10) The reactants are [CH2:1]([O:5][C:6]1[C:18]([O:19][CH3:20])=[CH:17][CH:16]=[CH:15][C:7]=1[CH2:8][N:9]([CH3:14])[C:10](=[O:13])[CH:11]=[CH2:12])[CH:2]([CH3:4])[CH3:3].C(N(C(C)C)CC)(C)C.Br[C:31]1[CH:32]=[C:33]2[C:38](=[N:39][CH:40]=1)[NH:37][C:36](=[O:41])[CH2:35][CH2:34]2.CC1C=CC=CC=1P(C1C=CC=CC=1C)C1C=CC=CC=1C. The catalyst is C(#N)CC.CN(C=O)C.C(Cl)Cl.CC([O-])=O.CC([O-])=O.[Pd+2]. The product is [CH2:1]([O:5][C:6]1[C:18]([O:19][CH3:20])=[CH:17][CH:16]=[CH:15][C:7]=1[CH2:8][N:9]([CH3:14])[C:10](=[O:13])/[CH:11]=[CH:12]/[C:31]1[CH:40]=[N:39][C:38]2[NH:37][C:36](=[O:41])[CH2:35][CH2:34][C:33]=2[CH:32]=1)[CH:2]([CH3:3])[CH3:4]. The yield is 0.320.